Dataset: Reaction yield outcomes from USPTO patents with 853,638 reactions. Task: Predict the reaction yield, written as a fraction of the theoretical maximum amount of product (1.0 means a 100% yield; for example, 0.34 means a 34% yield). (1) The reactants are [N:1]1[CH:6]=[CH:5][CH:4]=[CH:3][C:2]=1[C:7]1[O:8][C:9]2[CH2:10][N:11]([C:16]3[CH:17]=[C:18](C=C[CH:23]=3)[C:19]#[N:20])[CH2:12][CH2:13][C:14]=2[N:15]=1.BrC1C=NC=CC=1. No catalyst specified. The product is [N:1]1[CH:6]=[CH:5][CH:4]=[CH:3][C:2]=1[C:7]1[O:8][C:9]2[CH2:10][N:11]([C:16]3[CH:23]=[N:20][CH:19]=[CH:18][CH:17]=3)[CH2:12][CH2:13][C:14]=2[N:15]=1. The yield is 0.0500. (2) The reactants are [O:1]=[C:2]1[CH2:6][CH:5]([C:7]([OH:9])=[O:8])[CH2:4][N:3]1[C@@H:10]([C:12]1[CH:17]=[CH:16][CH:15]=[CH:14][CH:13]=1)[CH3:11]. The catalyst is ClCCl. The product is [O:1]=[C:2]1[CH2:6][CH:5]([C:7]([O:9][C:5]([CH3:7])([CH3:6])[CH3:4])=[O:8])[CH2:4][N:3]1[C@@H:10]([C:12]1[CH:13]=[CH:14][CH:15]=[CH:16][CH:17]=1)[CH3:11]. The yield is 0.640. (3) The reactants are [CH3:1][C:2]1[C:3]([NH2:9])=[N:4][C:5]([CH3:8])=[CH:6][CH:7]=1.NO.CC1C=C(C)C=C(C)C=1S([O-])(=O)=O.C1CC[N:33]2[C:28](=NCCC2)[CH2:27]C1.COC(=O)C[Cl:40]. The catalyst is C(Cl)Cl. The product is [Cl:40][CH2:27][C:28]1[N:9]=[C:3]2[C:2]([CH3:1])=[CH:7][CH:6]=[C:5]([CH3:8])[N:4]2[N:33]=1. The yield is 0.820. (4) The reactants are F[C:2]1[CH:10]=[C:9]2[C:5]([C:6]([CH:11]3[CH2:16][CH2:15][NH:14][CH2:13][CH2:12]3)=[CH:7][NH:8]2)=[CH:4][CH:3]=1.[CH2:17]([O:19][C:20](=[O:31])[C:21]1[CH:26]=[C:25]([CH2:27]Br)[CH:24]=[CH:23][C:22]=1[O:29][CH3:30])[CH3:18]. No catalyst specified. The yield is 0.910. The product is [CH2:17]([O:19][C:20](=[O:31])[C:21]1[CH:26]=[C:25]([CH2:27][N:14]2[CH2:15][CH2:16][CH:11]([C:6]3[C:5]4[C:9](=[CH:10][CH:2]=[CH:3][CH:4]=4)[NH:8][CH:7]=3)[CH2:12][CH2:13]2)[CH:24]=[CH:23][C:22]=1[O:29][CH3:30])[CH3:18]. (5) The reactants are [NH2:1][CH2:2][CH2:3][CH2:4][NH:5][CH2:6][C:7]1[CH:12]=[CH:11][CH:10]=[CH:9][CH:8]=1.[C:13]([O:17][C:18](ON=C(C1C=CC=CC=1)C#N)=[O:19])([CH3:16])([CH3:15])[CH3:14]. The catalyst is O1CCCC1. The product is [C:13]([O:17][C:18]([NH:1][CH2:2][CH2:3][CH2:4][NH:5][CH2:6][C:7]1[CH:12]=[CH:11][CH:10]=[CH:9][CH:8]=1)=[O:19])([CH3:16])([CH3:15])[CH3:14]. The yield is 0.810. (6) The reactants are [CH2:1]([O:5][CH:6]([O:8][NH:9][C:10]([C:12]1[CH:13]=[N:14][C:15]([N:18]2[CH2:23][CH:22]3[CH:20]([CH:21]3[NH:24][CH2:25][C:26]3[CH:35]=[CH:34][C:33]4[C:28](=[CH:29][CH:30]=[CH:31][CH:32]=4)[CH:27]=3)[CH2:19]2)=[N:16][CH:17]=1)=[O:11])[CH3:7])[CH:2]([CH3:4])[CH3:3].[H-].[Na+].Br[CH2:39][CH2:40][N:41]([CH2:44][CH3:45])[CH2:42][CH3:43]. The catalyst is CN(C=O)C. The product is [CH2:1]([O:5][CH:6]([O:8][NH:9][C:10]([C:12]1[CH:13]=[N:14][C:15]([N:18]2[CH2:19][CH:20]3[CH:22]([CH:21]3[N:24]([CH2:39][CH2:40][N:41]([CH2:44][CH3:45])[CH2:42][CH3:43])[CH2:25][C:26]3[CH:35]=[CH:34][C:33]4[C:28](=[CH:29][CH:30]=[CH:31][CH:32]=4)[CH:27]=3)[CH2:23]2)=[N:16][CH:17]=1)=[O:11])[CH3:7])[CH:2]([CH3:4])[CH3:3]. The yield is 0.290. (7) The reactants are [Cl:1][C:2]1[CH:7]=[C:6]([O:8][C:9]2[CH:10]=[CH:11][C:12]([NH2:15])=[N:13][CH:14]=2)[CH:5]=[CH:4][N:3]=1.N1C=CC=CC=1.[O:22]=[C:23]1[N:27]([CH:28]2[CH2:33][CH2:32][O:31][CH2:30][CH2:29]2)[CH2:26][CH2:25][N:24]1[C:34](Cl)=[O:35]. The yield is 1.19. The catalyst is C(Cl)Cl. The product is [Cl:1][C:2]1[CH:7]=[C:6]([O:8][C:9]2[CH:10]=[CH:11][C:12]([NH:15][C:34]([N:24]3[CH2:25][CH2:26][N:27]([CH:28]4[CH2:33][CH2:32][O:31][CH2:30][CH2:29]4)[C:23]3=[O:22])=[O:35])=[N:13][CH:14]=2)[CH:5]=[CH:4][N:3]=1.